Predict which catalyst facilitates the given reaction. From a dataset of Catalyst prediction with 721,799 reactions and 888 catalyst types from USPTO. (1) Reactant: Cl.[Cl:2][CH2:3][C:4]#[C:5][CH2:6][NH2:7].[OH-].[Na+].[C:10](O[C:10]([O:12][C:13]([CH3:16])([CH3:15])[CH3:14])=[O:11])([O:12][C:13]([CH3:16])([CH3:15])[CH3:14])=[O:11]. Product: [Cl:2][CH2:3][C:4]#[C:5][CH2:6][NH:7][C:10](=[O:11])[O:12][C:13]([CH3:16])([CH3:15])[CH3:14]. The catalyst class is: 72. (2) Reactant: [Cl:1][C:2]1[N:10]=[C:9]2[C:5]([N:6]=[CH:7][N:8]2[CH3:11])=[C:4]([N:12]2[CH2:17][CH2:16][O:15][CH2:14][C@@H:13]2[CH3:18])[N:3]=1.C([N-]C(C)C)(C)C.[Li+].[O:27]1[CH2:32][CH2:31][C:30](=[O:33])[CH2:29][CH2:28]1. Product: [Cl:1][C:2]1[N:10]=[C:9]2[C:5]([N:6]=[C:7]([C:30]3([OH:33])[CH2:31][CH2:32][O:27][CH2:28][CH2:29]3)[N:8]2[CH3:11])=[C:4]([N:12]2[CH2:17][CH2:16][O:15][CH2:14][C@@H:13]2[CH3:18])[N:3]=1. The catalyst class is: 1.